From a dataset of Full USPTO retrosynthesis dataset with 1.9M reactions from patents (1976-2016). Predict the reactants needed to synthesize the given product. (1) Given the product [F:14][C:15]1[CH:28]=[CH:27][C:18]([CH2:19][C:20]2[N:21]3[C:22]([N:25]=[C:5]4[C:4](=[N:26]3)[C:3]3[C:7](=[C:8]([CH3:11])[CH:9]=[CH:10][C:2]=3[CH3:1])[NH:6]4)=[N:23][N:24]=2)=[CH:17][CH:16]=1, predict the reactants needed to synthesize it. The reactants are: [CH3:1][C:2]1[CH:10]=[CH:9][C:8]([CH3:11])=[C:7]2[C:3]=1[C:4](=O)[C:5](=O)[NH:6]2.[F:14][C:15]1[CH:28]=[CH:27][C:18]([CH2:19][C:20]2[N:21]([NH2:26])[C:22]([NH2:25])=[N:23][N:24]=2)=[CH:17][CH:16]=1. (2) Given the product [F:31][CH2:1][N:2]1[C:6]2[CH:7]=[CH:8][CH:9]=[CH:10][C:5]=2[N:4]=[C:3]1[CH2:11][O:12][C:13]1[CH:14]=[CH:15][C:16]([C:19]2[C:23]([C:24]3[CH:25]=[CH:26][N:27]=[CH:28][CH:29]=3)=[CH:22][N:21]([CH3:30])[N:20]=2)=[CH:17][CH:18]=1, predict the reactants needed to synthesize it. The reactants are: [CH3:1][N:2]1[C:6]2[CH:7]=[CH:8][CH:9]=[CH:10][C:5]=2[N:4]=[C:3]1[CH2:11][O:12][C:13]1[CH:18]=[CH:17][C:16]([C:19]2[C:23]([C:24]3[CH:29]=[CH:28][N:27]=[CH:26][CH:25]=3)=[CH:22][N:21]([CH3:30])[N:20]=2)=[CH:15][CH:14]=1.[F:31]CN1C2C=CC=CC=2N=C1CO. (3) Given the product [NH2:1][C:2]1[N:6]([C:7]2[CH:15]=[CH:14][C:10]([CH:11]3[N:20]([CH:25]=[O:33])[CH2:21][CH2:22][O:23][CH2:24]3)=[CH:9][CH:8]=2)[N:5]=[C:4]([C:16]([CH3:19])([CH3:18])[CH3:17])[CH:3]=1, predict the reactants needed to synthesize it. The reactants are: [NH2:1][C:2]1[N:6]([C:7]2[CH:15]=[CH:14][C:10]([C:11](O)=O)=[CH:9][CH:8]=2)[N:5]=[C:4]([C:16]([CH3:19])([CH3:18])[CH3:17])[CH:3]=1.[NH:20]1[CH2:25][CH2:24][O:23][CH2:22][CH2:21]1.C(Cl)CCl.C1C[O:33]CC1. (4) Given the product [NH2:15][C:11]1[CH:10]=[C:9]([N:6]2[C:5]3[CH:18]=[CH:19][C:20]([NH:22][S:23]([CH3:26])(=[O:25])=[O:24])=[CH:21][C:4]=3[O:3][C:2]([CH3:1])([CH3:27])[C:7]2=[O:8])[CH:14]=[CH:13][CH:12]=1, predict the reactants needed to synthesize it. The reactants are: [CH3:1][C:2]1([CH3:27])[C:7](=[O:8])[N:6]([C:9]2[CH:14]=[CH:13][CH:12]=[C:11]([N+:15]([O-])=O)[CH:10]=2)[C:5]2[CH:18]=[CH:19][C:20]([NH:22][S:23]([CH3:26])(=[O:25])=[O:24])=[CH:21][C:4]=2[O:3]1.O1CCCC1.[H][H]. (5) Given the product [S:2]1[CH:6]=[CH:5][N:4]2[CH:7]=[C:8]([C:10]([N:67]3[CH2:68][CH2:69][C@H:65]([O:64][C:62]4[N:61]=[CH:60][C:56]5[O:57][CH2:58][CH2:59][N:54]([C:51]6[CH:52]=[N:53][C:48]([O:47][CH3:46])=[C:49]([C:70]([F:73])([F:72])[F:71])[CH:50]=6)[C:55]=5[CH:63]=4)[CH2:66]3)=[O:12])[N:9]=[C:3]12, predict the reactants needed to synthesize it. The reactants are: Br.[S:2]1[CH:6]=[CH:5][N:4]2[CH:7]=[C:8]([C:10]([OH:12])=O)[N:9]=[C:3]12.CN(C(ON1N=NC2C=CC=CC1=2)=[N+](C)C)C.F[P-](F)(F)(F)(F)F.CCN(C(C)C)C(C)C.[CH3:46][O:47][C:48]1[N:53]=[CH:52][C:51]([N:54]2[CH2:59][CH2:58][O:57][C:56]3[CH:60]=[N:61][C:62]([O:64][C@H:65]4[CH2:69][CH2:68][NH:67][CH2:66]4)=[CH:63][C:55]2=3)=[CH:50][C:49]=1[C:70]([F:73])([F:72])[F:71]. (6) Given the product [Br:1][C:2]1[CH:7]=[CH:6][C:5]([C@:8]([NH:32][C@H:33]([C:39]([OH:46])=[O:40])[CH2:34][C:35]([F:38])([CH3:37])[CH3:36])([C:28]([F:31])([F:30])[F:29])[C:9]#[C:10][CH2:11][CH2:12][CH2:13][C@H:14]2[CH2:18][O:17][C:16]([CH3:19])([CH3:20])[N:15]2[C:21]([O:23][C:24]([CH3:27])([CH3:26])[CH3:25])=[O:22])=[CH:4][CH:3]=1, predict the reactants needed to synthesize it. The reactants are: [Br:1][C:2]1[CH:7]=[CH:6][C:5]([C@:8]([NH:32][C@H:33]([CH:39]=[O:40])[CH2:34][C:35]([F:38])([CH3:37])[CH3:36])([C:28]([F:31])([F:30])[F:29])[C:9]#[C:10][CH2:11][CH2:12][CH2:13][C@H:14]2[CH2:18][O:17][C:16]([CH3:20])([CH3:19])[N:15]2[C:21]([O:23][C:24]([CH3:27])([CH3:26])[CH3:25])=[O:22])=[CH:4][CH:3]=1.CC(CC)=C.[OH:46]P(O)(O)=O.[O-]Cl=O.[Na+]. (7) The reactants are: [CH2:1]([O:3][C:4](=[O:11])[C:5]([CH3:10])([CH3:9])[C:6]([OH:8])=O)[CH3:2].C1N=CN(C(N2C=NC=C2)=O)C=1.[SH:24][CH2:25][CH2:26][OH:27]. Given the product [OH:27][CH2:26][CH2:25][S:24][C:6](=[O:8])[C:5]([CH3:10])([CH3:9])[C:4]([O:3][CH2:1][CH3:2])=[O:11], predict the reactants needed to synthesize it. (8) Given the product [NH2:44][CH2:43][C:39]1[CH:38]=[C:37]([C:31]2[CH:32]=[C:33]([Cl:36])[CH:34]=[CH:35][C:30]=2[O:29][C:3]2[C:2]([Cl:1])=[CH:7][C:6]([S:8]([NH:11][C:12]3[S:16][N:15]=[CH:14][N:13]=3)(=[O:9])=[O:10])=[C:5]([F:28])[CH:4]=2)[CH:42]=[CH:41][N:40]=1, predict the reactants needed to synthesize it. The reactants are: [Cl:1][C:2]1[C:3]([O:29][C:30]2[CH:35]=[CH:34][C:33]([Cl:36])=[CH:32][C:31]=2[C:37]2[CH:42]=[CH:41][N:40]=[C:39]([C:43]#[N:44])[CH:38]=2)=[CH:4][C:5]([F:28])=[C:6]([S:8]([N:11](CC2C=CC(OC)=CC=2OC)[C:12]2[S:16][N:15]=[CH:14][N:13]=2)(=[O:10])=[O:9])[CH:7]=1. (9) Given the product [ClH:20].[ClH:20].[O:1]1[C:5]2[CH:6]=[CH:7][CH:8]=[CH:9][C:4]=2[CH:3]=[C:2]1[CH:10]1[N:29]([CH2:28][CH2:27][CH:23]2[CH2:24][CH2:25][CH2:26][N:22]2[CH3:21])[C:18]([NH2:19])=[C:17]2[C:12]([CH:13]=[CH:14][CH:15]=[CH:16]2)=[N:11]1, predict the reactants needed to synthesize it. The reactants are: [O:1]1[C:5]2[CH:6]=[CH:7][CH:8]=[CH:9][C:4]=2[CH:3]=[C:2]1[C:10]1[N:19]=[C:18]([Cl:20])[C:17]2[C:12](=[CH:13][CH:14]=[CH:15][CH:16]=2)[N:11]=1.[CH3:21][N:22]1[CH2:26][CH2:25][CH2:24][CH:23]1[CH:27]=[CH:28][NH2:29].